From a dataset of Full USPTO retrosynthesis dataset with 1.9M reactions from patents (1976-2016). Predict the reactants needed to synthesize the given product. (1) Given the product [CH3:15][C@@:9]12[C:12]([CH3:14])([CH3:13])[C@@H:6]([CH2:7][CH2:8]1)[CH:5]([CH2:4][C:3]([NH:18][NH2:19])=[O:2])[C:10]2=[O:11], predict the reactants needed to synthesize it. The reactants are: C[O:2][C:3](=O)[CH2:4][CH:5]1[C:10](=[O:11])[C@:9]2([CH3:15])[C:12]([CH3:14])([CH3:13])[C@H:6]1[CH2:7][CH2:8]2.O.[NH2:18][NH2:19]. (2) The reactants are: [CH3:1][CH2:2][O:3][C:4]([C@@H:6]1[CH2:10][CH2:9][C:8](=[O:11])[N:7]1[C:12]([O:14][C:15]([CH3:18])([CH3:17])[CH3:16])=[O:13])=[O:5].[CH3:19][Mg]Br. Given the product [CH2:2]([O:3][C:4](=[O:5])[C@@H:6]([NH:7][C:12]([O:14][C:15]([CH3:18])([CH3:17])[CH3:16])=[O:13])[CH2:10][CH2:9][C:8](=[O:11])[CH3:19])[CH3:1], predict the reactants needed to synthesize it. (3) Given the product [C:46]([C:47]1[CH:30]=[C:2]([CH:3]=[C:4]([CH3:28])[CH:5]=1)[C:12]([C:11]1[N:6]([CH2:5][C:4]2[CH:28]=[C:29]([N:31]([CH2:32][C:33]3[CH:38]=[CH:37][C:36]([O:39][CH3:40])=[CH:35][CH:34]=3)[C:53](=[O:58])[C:54]([F:55])([F:56])[F:57])[CH:30]=[C:2]([F:1])[CH:3]=2)[C:7](=[O:27])[NH:8][C:9](=[O:26])[C:10]=1[CH:23]([CH3:24])[CH3:25])=[O:13])#[N:43], predict the reactants needed to synthesize it. The reactants are: [F:1][C:2]1[CH:3]=[C:4]([CH:28]=[C:29]([NH:31][CH2:32][C:33]2[CH:38]=[CH:37][C:36]([O:39][CH3:40])=[CH:35][CH:34]=2)[CH:30]=1)[CH2:5][N:6]1[C:11]([C:12](C2C=CC(C)=CC=2C#N)=[O:13])=[C:10]([CH:23]([CH3:25])[CH3:24])[C:9](=[O:26])[NH:8][C:7]1=[O:27].C([N:43]([CH2:46][CH3:47])CC)C.[F:55][C:54]([F:57])([F:56])[C:53](O[C:53](=[O:58])[C:54]([F:57])([F:56])[F:55])=[O:58].O. (4) The reactants are: F[B-](F)(F)F.C[N+](C)=C(N(C)C)ON1C2C=CC=CC=2N=N1.C(N(CC)CC)C.[C:30]([C:32]1[CH:37]=[CH:36][C:35]([CH:38]2[C:47]3[C:46](=[O:48])[CH2:45][CH2:44][CH2:43][C:42]=3[N:41]([C:49]3[CH:54]=[CH:53][CH:52]=[C:51]([C:55]([F:58])([F:57])[F:56])[CH:50]=3)[C:40](=[O:59])[N:39]2[CH2:60][C:61]([OH:63])=O)=[CH:34][CH:33]=1)#[N:31].[CH3:64][N:65]1[C:69]2[CH2:70][NH:71][CH2:72][C:68]=2[CH:67]=[N:66]1. Given the product [CH3:64][N:65]1[C:69]2[CH2:70][N:71]([C:61](=[O:63])[CH2:60][N:39]3[CH:38]([C:35]4[CH:34]=[CH:33][C:32]([C:30]#[N:31])=[CH:37][CH:36]=4)[C:47]4[C:46](=[O:48])[CH2:45][CH2:44][CH2:43][C:42]=4[N:41]([C:49]4[CH:54]=[CH:53][CH:52]=[C:51]([C:55]([F:57])([F:56])[F:58])[CH:50]=4)[C:40]3=[O:59])[CH2:72][C:68]=2[CH:67]=[N:66]1, predict the reactants needed to synthesize it.